This data is from Reaction yield outcomes from USPTO patents with 853,638 reactions. The task is: Predict the reaction yield, written as a fraction of the theoretical maximum amount of product (1.0 means a 100% yield; for example, 0.34 means a 34% yield). (1) The reactants are [Cl:1][C:2]1[C:7]([O:8][CH3:9])=[CH:6][CH:5]=[CH:4][C:3]=1[C:10](=[CH:16]N(C)C)[C:11](OCC)=[O:12].[NH2:20][C:21]([NH2:23])=[O:22].[Na+].[I-].C[Si](Cl)(C)C.[OH-].[Na+]. The catalyst is C(#N)C. The product is [Cl:1][C:2]1[C:7]([O:8][CH3:9])=[CH:6][CH:5]=[CH:4][C:3]=1[C:10]1[C:11](=[O:12])[NH:20][C:21](=[O:22])[NH:23][CH:16]=1. The yield is 0.820. (2) The reactants are [CH2:1]([O:3][C:4]([C:6]1[NH:10][C:9]2[S:11][C:12]([CH:14]=O)=[CH:13][C:8]=2[CH:7]=1)=[O:5])[CH3:2].[BH3-]C#N.[Na+]. The catalyst is ClC(Cl)C. The product is [CH2:1]([O:3][C:4]([C:6]1[NH:10][C:9]2[S:11][C:12]([CH3:14])=[CH:13][C:8]=2[CH:7]=1)=[O:5])[CH3:2]. The yield is 0.500. (3) The reactants are CO[C:3](=[O:21])[C:4]1[C:9]([OH:10])=[C:8]([O:11][CH2:12][C:13]2[CH:18]=[CH:17][CH:16]=[CH:15][CH:14]=2)[C:7]([CH2:19][OH:20])=[N:6][CH:5]=1.[F:22][C:23]1[CH:30]=[CH:29][C:26]([CH2:27][NH2:28])=[CH:25][CH:24]=1. The catalyst is CN(C)C=O. The product is [CH2:12]([O:11][C:8]1[C:7]([CH2:19][OH:20])=[N:6][CH:5]=[C:4]([C:9]=1[OH:10])[C:3]([NH:28][CH2:27][C:26]1[CH:29]=[CH:30][C:23]([F:22])=[CH:24][CH:25]=1)=[O:21])[C:13]1[CH:14]=[CH:15][CH:16]=[CH:17][CH:18]=1. The yield is 0.720. (4) The reactants are [N:1]1[CH:6]=[CH:5][CH:4]=[CH:3][C:2]=1[NH:7][CH2:8][CH2:9][CH2:10][O:11][C:12]1[CH:13]=[C:14]2[C:18](=[CH:19][CH:20]=1)[NH:17][C:16]([CH:21]1[CH2:23][CH:22]1[C:24]([O:26]CC)=[O:25])=[CH:15]2.[OH-].[Na+].Cl.[CH3:32]O. The catalyst is O. The product is [N:1]1[CH:6]=[CH:5][CH:4]=[CH:3][C:2]=1[NH:7][CH2:8][CH2:9][CH2:10][O:11][C:12]1[CH:13]=[C:14]2[C:18](=[CH:19][CH:20]=1)[NH:17][C:16]([C@@H:21]1[CH2:32][C@H:23]1[CH2:22][C:24]([OH:26])=[O:25])=[CH:15]2. The yield is 0.570. (5) The reactants are [NH2:1][CH2:2][C:3]1[CH:4]=[C:5]([CH:10]=[CH:11][C:12]=1[O:13][CH2:14][CH2:15][N:16]1[CH2:21][CH2:20][O:19][CH2:18][CH2:17]1)[C:6]([O:8][CH3:9])=[O:7].[CH3:22][S:23](Cl)(=[O:25])=[O:24]. The catalyst is N1C=CC=CC=1. The product is [CH3:22][S:23]([NH:1][CH2:2][C:3]1[CH:4]=[C:5]([CH:10]=[CH:11][C:12]=1[O:13][CH2:14][CH2:15][N:16]1[CH2:21][CH2:20][O:19][CH2:18][CH2:17]1)[C:6]([O:8][CH3:9])=[O:7])(=[O:25])=[O:24]. The yield is 0.455. (6) The reactants are [CH2:1]([C:3]1[C:8]([O:9][C:10]2[C:11](C(N)=O)=[N:12][CH:13]=[C:14]([S:16][C:17]3[CH:22]=[CH:21][CH:20]=[CH:19][N:18]=3)[CH:15]=2)=[CH:7][CH:6]=[CH:5][N:4]=1)[CH3:2].Br[N:27]1C(=O)CCC1=O.[OH-].[Na+]. The catalyst is CO.O.[NH4+].[Cl-]. The product is [CH2:1]([C:3]1[C:8]([O:9][C:10]2[C:11]([NH2:27])=[N:12][CH:13]=[C:14]([S:16][C:17]3[CH:22]=[CH:21][CH:20]=[CH:19][N:18]=3)[CH:15]=2)=[CH:7][CH:6]=[CH:5][N:4]=1)[CH3:2]. The yield is 0.805. (7) The reactants are C([NH:5][S:6]([C:9]1[CH:14]=[CH:13][CH:12]=[C:11]([C:15]2[CH:20]=[C:19]([C:21]3[N:26]=[C:25]([C:27]([F:30])([F:29])[F:28])[CH:24]=[C:23]([C:31]4[CH:36]=[CH:35][C:34]([C:37]([F:40])([F:39])[F:38])=[C:33]([O:41][CH2:42][CH3:43])[CH:32]=4)[N:22]=3)[CH:18]=[CH:17][N:16]=2)[CH:10]=1)(=[O:8])=[O:7])(C)(C)C.C(O)(C(F)(F)F)=O. The catalyst is ClCCl. The product is [CH2:42]([O:41][C:33]1[CH:32]=[C:31]([C:23]2[CH:24]=[C:25]([C:27]([F:28])([F:29])[F:30])[N:26]=[C:21]([C:19]3[CH:18]=[CH:17][N:16]=[C:15]([C:11]4[CH:10]=[C:9]([S:6]([NH2:5])(=[O:7])=[O:8])[CH:14]=[CH:13][CH:12]=4)[CH:20]=3)[N:22]=2)[CH:36]=[CH:35][C:34]=1[C:37]([F:40])([F:39])[F:38])[CH3:43]. The yield is 0.720.